Dataset: NCI-60 drug combinations with 297,098 pairs across 59 cell lines. Task: Regression. Given two drug SMILES strings and cell line genomic features, predict the synergy score measuring deviation from expected non-interaction effect. (1) Drug 1: CCC1(C2=C(COC1=O)C(=O)N3CC4=CC5=C(C=CC(=C5CN(C)C)O)N=C4C3=C2)O.Cl. Drug 2: CC1C(C(CC(O1)OC2CC(CC3=C2C(=C4C(=C3O)C(=O)C5=C(C4=O)C(=CC=C5)OC)O)(C(=O)CO)O)N)O.Cl. Synergy scores: CSS=34.1, Synergy_ZIP=-11.9, Synergy_Bliss=-18.6, Synergy_Loewe=-15.1, Synergy_HSA=-14.3. Cell line: HCC-2998. (2) Drug 1: CC12CCC3C(C1CCC2=O)CC(=C)C4=CC(=O)C=CC34C. Drug 2: C(CCl)NC(=O)N(CCCl)N=O. Cell line: TK-10. Synergy scores: CSS=45.6, Synergy_ZIP=1.88, Synergy_Bliss=2.70, Synergy_Loewe=-0.0184, Synergy_HSA=0.116.